This data is from Full USPTO retrosynthesis dataset with 1.9M reactions from patents (1976-2016). The task is: Predict the reactants needed to synthesize the given product. (1) Given the product [CH2:16]([C:15]1[O:20][N:19]=[C:13]([C@H:5]2[O:4][CH:3]([OH:2])[C@H:7]([OH:8])[C@@H:6]2[OH:10])[CH:14]=1)[CH3:17], predict the reactants needed to synthesize it. The reactants are: C[O:2][C@H:3]1[C@@H:7]2[O:8]C(C)(C)[O:10][C@@H:6]2[C@@H:5]([C:13](=[N:19][OH:20])[CH2:14][C:15](=O)[CH2:16][CH3:17])[O:4]1. (2) Given the product [C:44]([CH2:46][C:47]([N:18]1[CH2:19][CH2:20][CH2:21][C@@H:17]1[CH2:16][N:15]1[C:14]2[CH:22]=[CH:23][C:24]([C:26]([NH:28][CH2:29][C:30]([CH3:31])([CH3:33])[CH3:32])=[O:27])=[CH:25][C:13]=2[N:12]=[C:11]1[NH:10][C:8]([C:6]1[S:7][C:3]([CH:2]([F:1])[F:34])=[CH:4][CH:5]=1)=[O:9])=[O:48])#[N:45], predict the reactants needed to synthesize it. The reactants are: [F:1][CH:2]([F:34])[C:3]1[S:7][C:6]([C:8]([NH:10][C:11]2[N:15]([CH2:16][C@H:17]3[CH2:21][CH2:20][CH2:19][NH:18]3)[C:14]3[CH:22]=[CH:23][C:24]([C:26]([NH:28][CH2:29][C:30]([CH3:33])([CH3:32])[CH3:31])=[O:27])=[CH:25][C:13]=3[N:12]=2)=[O:9])=[CH:5][CH:4]=1.CCN(C(C)C)C(C)C.[C:44]([CH2:46][C:47](O)=[O:48])#[N:45].CN(C(ON1N=NC2C=CC=NC1=2)=[N+](C)C)C.F[P-](F)(F)(F)(F)F. (3) Given the product [C:1]([O:5][C:6](=[O:14])[NH:7][C@H:8]1[CH2:9][C@H:10]([N:12]2[C:16]3=[N:17][CH:18]=[CH:19][CH:20]=[C:21]3[C:22]([NH2:23])=[N:13]2)[CH2:11]1)([CH3:4])([CH3:2])[CH3:3], predict the reactants needed to synthesize it. The reactants are: [C:1]([O:5][C:6](=[O:14])[NH:7][C@H:8]1[CH2:11][C@H:10]([NH:12][NH2:13])[CH2:9]1)([CH3:4])([CH3:3])[CH3:2].Cl[C:16]1[C:21]([C:22]#[N:23])=[CH:20][CH:19]=[CH:18][N:17]=1.C([O-])(=O)C.[Cs+].CS(C)=O. (4) The reactants are: CC(C)([O-])C.[K+].[Br-].[O:8]1[CH2:12][CH2:11][O:10][CH:9]1[CH2:13][CH2:14][P+](C1C=CC=CC=1)(C1C=CC=CC=1)C1C=CC=CC=1.O=[C:35]1[CH2:38][N:37]([C:39]([O:41][CH2:42][C:43]2[CH:48]=[CH:47][CH:46]=[CH:45][CH:44]=2)=[O:40])[CH2:36]1. Given the product [O:10]1[CH2:11][CH2:12][O:8][CH:9]1[CH2:13][CH:14]=[C:35]1[CH2:36][N:37]([C:39]([O:41][CH2:42][C:43]2[CH:48]=[CH:47][CH:46]=[CH:45][CH:44]=2)=[O:40])[CH2:38]1, predict the reactants needed to synthesize it. (5) The reactants are: Cl.C(OCC)(=O)C.C([O:12][C:13]1[C:14]([CH2:19][N:20]2[CH2:25][CH2:24][CH:23]([C:26](=[O:35])[CH2:27][C:28]3[CH:33]=[CH:32][CH:31]=[CH:30][C:29]=3[CH3:34])[CH2:22][CH2:21]2)=[N:15][CH:16]=[CH:17][N:18]=1)(C)(C)C.[OH-].[Na+]. Given the product [CH3:34][C:29]1[CH:30]=[CH:31][CH:32]=[CH:33][C:28]=1[CH2:27][C:26]([CH:23]1[CH2:24][CH2:25][N:20]([CH2:19][C:14]2[C:13](=[O:12])[NH:18][CH:17]=[CH:16][N:15]=2)[CH2:21][CH2:22]1)=[O:35], predict the reactants needed to synthesize it. (6) Given the product [NH:3]1[C:4]2[CH:9]=[CH:8][CH:7]=[CH:6][C:5]=2[N:1]=[C:2]1[C:10]1[C:18]2[C:13](=[CH:14][CH:15]=[C:16]([NH2:19])[CH:17]=2)[N:12]([CH2:22][O:23][CH2:24][CH2:25][Si:26]([CH3:29])([CH3:28])[CH3:27])[N:11]=1, predict the reactants needed to synthesize it. The reactants are: [NH:1]1[C:5]2[CH:6]=[CH:7][CH:8]=[CH:9][C:4]=2[N:3]=[C:2]1[C:10]1[C:18]2[C:13](=[CH:14][CH:15]=[C:16]([N+:19]([O-])=O)[CH:17]=2)[N:12]([CH2:22][O:23][CH2:24][CH2:25][Si:26]([CH3:29])([CH3:28])[CH3:27])[N:11]=1.O.O.[Sn](Cl)(Cl)(Cl)Cl.C(=O)([O-])[O-].[K+].[K+].